The task is: Predict which catalyst facilitates the given reaction.. This data is from Catalyst prediction with 721,799 reactions and 888 catalyst types from USPTO. (1) Reactant: [CH2:1]([O:4][P:5]([O:11][CH2:12][C:13]1[CH:30]=[C:29]([C:31]#[N:32])[CH:28]=[CH:27][C:14]=1[C:15]([O:17]CC1C=CC(OC)=CC=1)=[O:16])([O:7][CH2:8][CH:9]=[CH2:10])=[O:6])[CH:2]=[CH2:3].C1(OC)C=CC=CC=1.FC(F)(F)C(O)=O. Product: [CH2:8]([O:7][P:5]([O:11][CH2:12][C:13]1[CH:30]=[C:29]([C:31]#[N:32])[CH:28]=[CH:27][C:14]=1[C:15]([OH:17])=[O:16])([O:4][CH2:1][CH:2]=[CH2:3])=[O:6])[CH:9]=[CH2:10]. The catalyst class is: 11. (2) Reactant: [Cl:1][C:2]1[CH:3]=[C:4]([C:9]2([C:22]([F:25])([F:24])[F:23])[O:13][N:12]=[C:11]([C:14]3[S:18][C:17]([CH:19]=O)=[C:16]([CH3:21])[CH:15]=3)[CH2:10]2)[CH:5]=[C:6]([Cl:8])[CH:7]=1.[C:26](NC(=O)[O-])([CH3:29])([CH3:28])[CH3:27].FC(F)(F)[C:36]([OH:38])=[O:37].C([SiH](CC)CC)C.C(#[N:50])C. Product: [C:26]([O:38][C:36](=[O:37])[NH:50][CH2:19][C:17]1[S:18][C:14]([C:11]2[CH2:10][C:9]([C:4]3[CH:5]=[C:6]([Cl:8])[CH:7]=[C:2]([Cl:1])[CH:3]=3)([C:22]([F:24])([F:23])[F:25])[O:13][N:12]=2)=[CH:15][C:16]=1[CH3:21])([CH3:29])([CH3:28])[CH3:27]. The catalyst class is: 13.